This data is from Reaction yield outcomes from USPTO patents with 853,638 reactions. The task is: Predict the reaction yield, written as a fraction of the theoretical maximum amount of product (1.0 means a 100% yield; for example, 0.34 means a 34% yield). (1) The reactants are Cl.[CH2:2]([O:9][C:10]1[CH:11]=[C:12]2[C:20](=[CH:21][CH:22]=1)[NH:19][C:18]1[CH:17]([C:23]([O:25][CH3:26])=[O:24])[NH:16][CH2:15][CH2:14][C:13]2=1)[C:3]1[CH:8]=[CH:7][CH:6]=[CH:5][CH:4]=1.C=O.[C:29](O[BH-](OC(=O)C)OC(=O)C)(=O)C.[Na+]. The catalyst is C(Cl)Cl. The product is [CH2:2]([O:9][C:10]1[CH:11]=[C:12]2[C:20](=[CH:21][CH:22]=1)[NH:19][C:18]1[CH:17]([C:23]([O:25][CH3:26])=[O:24])[N:16]([CH3:29])[CH2:15][CH2:14][C:13]2=1)[C:3]1[CH:8]=[CH:7][CH:6]=[CH:5][CH:4]=1. The yield is 0.950. (2) The reactants are [CH3:1][O:2][C:3]1[CH:8]=[CH:7][C:6]([NH2:9])=[C:5]([CH3:10])[CH:4]=1.CN(C)CC.[C:16](OC(=O)C)(=[O:18])[CH3:17]. The catalyst is O1CCCC1. The product is [CH3:1][O:2][C:3]1[CH:8]=[CH:7][C:6]([NH:9][C:16](=[O:18])[CH3:17])=[C:5]([CH3:10])[CH:4]=1. The yield is 0.750. (3) The reactants are [F:1][C:2]1[CH:7]=[C:6]([F:8])[CH:5]=[CH:4][C:3]=1[C:9](=[O:13])[CH2:10][C:11]#[N:12].[CH3:14][O:15][C:16]1[CH:21]=[CH:20][C:19]([NH2:22])=[CH:18][CH:17]=1. The catalyst is C(O)C. The product is [F:1][C:2]1[CH:7]=[C:6]([F:8])[CH:5]=[CH:4][C:3]=1[C:9](=[O:13])[CH2:10][C:11](=[NH:12])[NH:22][C:19]1[CH:20]=[CH:21][C:16]([O:15][CH3:14])=[CH:17][CH:18]=1. The yield is 0.250. (4) The reactants are [F:1][C:2]([F:23])([F:22])[C:3]1[CH:4]=[C:5]([CH:19]=[CH:20][CH:21]=1)[C:6]([NH:8][C:9]1[CH:10]=[C:11]([CH:16]=[CH:17][CH:18]=1)[C:12]([O:14]C)=O)=[O:7].Cl.[CH2:25]([O:32][NH2:33])[C:26]1[CH:31]=[CH:30][CH:29]=[CH:28][CH:27]=1.C[Si]([N-][Si](C)(C)C)(C)C.[Li+]. The catalyst is O1CCCC1. The product is [CH2:25]([O:32][NH:33][C:12]([C:11]1[CH:10]=[C:9]([NH:8][C:6](=[O:7])[C:5]2[CH:19]=[CH:20][CH:21]=[C:3]([C:2]([F:1])([F:23])[F:22])[CH:4]=2)[CH:18]=[CH:17][CH:16]=1)=[O:14])[C:26]1[CH:31]=[CH:30][CH:29]=[CH:28][CH:27]=1. The yield is 0.400. (5) The reactants are Cl[C:2]1[C:11]2[C:6](=[CH:7][C:8]([O:19][CH:20]([CH3:22])[CH3:21])=[C:9]([N:12]3[CH2:17][CH2:16][N:15]([CH3:18])[CH2:14][CH2:13]3)[CH:10]=2)[N:5]=[CH:4][C:3]=1[C:23]([O:25][CH2:26][CH3:27])=[O:24].[F:28][C:29]1[CH:35]=[C:34]([F:36])[CH:33]=[CH:32][C:30]=1[NH2:31].C(O)(=O)C.C([O-])(O)=O.[Na+]. The catalyst is CCOC(C)=O. The product is [F:28][C:29]1[CH:35]=[C:34]([F:36])[CH:33]=[CH:32][C:30]=1[NH:31][C:2]1[C:11]2[C:6](=[CH:7][C:8]([O:19][CH:20]([CH3:22])[CH3:21])=[C:9]([N:12]3[CH2:17][CH2:16][N:15]([CH3:18])[CH2:14][CH2:13]3)[CH:10]=2)[N:5]=[CH:4][C:3]=1[C:23]([O:25][CH2:26][CH3:27])=[O:24]. The yield is 0.530. (6) The reactants are [CH2:1]([O:8][C:9]([N:11]1[CH2:15][CH2:14][CH2:13][CH:12]1[C:16]#[N:17])=[O:10])[C:2]1[CH:7]=[CH:6][CH:5]=[CH:4][CH:3]=1.[CH2:18]([OH:20])[CH3:19]. The catalyst is C(OCC)C. The product is [CH2:1]([O:8][C:9]([N:11]1[CH2:15][CH2:14][CH2:13][CH:12]1[C:16]([O:20][CH2:18][CH3:19])=[NH:17])=[O:10])[C:2]1[CH:3]=[CH:4][CH:5]=[CH:6][CH:7]=1. The yield is 0.950. (7) The reactants are [N+:1]([C:4]1[CH:9]=[CH:8][CH:7]=[CH:6][C:5]=1[CH:10]1[CH:14]=[CH:13][CH2:12][O:11]1)([O-])=O.[N+](C1C=CC=CC=1C1CC=CO1)([O-])=O.CCN(CC)CC. The catalyst is [Pd].CO. The product is [O:11]1[CH2:12][CH2:13][CH2:14][CH:10]1[C:5]1[CH:6]=[CH:7][CH:8]=[CH:9][C:4]=1[NH2:1]. The yield is 0.840. (8) The reactants are [CH3:1][C:2]1[O:6][C:5]([C:7]2[CH:16]=[CH:15][C:10]([C:11]([O:13]C)=[O:12])=[CH:9][CH:8]=2)=[N:4][C:3]=1[CH2:17][O:18][C:19]1[CH:24]=[CH:23][C:22]([CH3:25])=[CH:21][CH:20]=1. The catalyst is Cl.O. The product is [CH3:1][C:2]1[O:6][C:5]([C:7]2[CH:8]=[CH:9][C:10]([C:11]([OH:13])=[O:12])=[CH:15][CH:16]=2)=[N:4][C:3]=1[CH2:17][O:18][C:19]1[CH:20]=[CH:21][C:22]([CH3:25])=[CH:23][CH:24]=1. The yield is 0.250. (9) The reactants are [O:1]1[CH:6]=[CH:5][CH2:4][CH2:3][CH2:2]1.[Br:7][CH2:8][CH2:9][CH2:10][CH2:11][OH:12]. The catalyst is O.C1(C)C=CC(S(O)(=O)=O)=CC=1.ClCCl. The product is [Br:7][CH2:8][CH2:9][CH2:10][CH2:11][O:12][CH:6]1[CH2:5][CH2:4][CH2:3][CH2:2][O:1]1. The yield is 0.920.